Task: Predict the reactants needed to synthesize the given product.. Dataset: Full USPTO retrosynthesis dataset with 1.9M reactions from patents (1976-2016) (1) Given the product [Cl:1][C:2]1[C:3]([CH2:16][CH2:17][C:18]([O:20][CH3:21])=[O:19])=[C:4]([C:12]([O:14][CH3:15])=[O:13])[C:5]2[C:9]([CH:10]=1)=[N:8][N:7]([CH3:11])[CH:6]=2, predict the reactants needed to synthesize it. The reactants are: [Cl:1][C:2]1[C:3](/[CH:16]=[CH:17]/[C:18]([O:20][CH3:21])=[O:19])=[C:4]([C:12]([O:14][CH3:15])=[O:13])[C:5]2[C:9]([CH:10]=1)=[N:8][N:7]([CH3:11])[CH:6]=2. (2) Given the product [OH:1][CH:2]([C:4]1[N:9]=[CH:8][C:7]([C:10]#[N:11])=[CH:6][CH:5]=1)[CH2:3][N:18]1[CH2:19][CH2:20][N:15]([CH2:14][C@H:13]([OH:12])[C:21]2[CH:30]=[CH:29][C:24]3[C:25](=[O:28])[O:26][CH2:27][C:23]=3[C:22]=2[CH3:31])[CH2:16][CH2:17]1, predict the reactants needed to synthesize it. The reactants are: [O:1]1[CH2:3][CH:2]1[C:4]1[N:9]=[CH:8][C:7]([C:10]#[N:11])=[CH:6][CH:5]=1.[OH:12][C@H:13]([C:21]1[CH:30]=[CH:29][C:24]2[C:25](=[O:28])[O:26][CH2:27][C:23]=2[C:22]=1[CH3:31])[CH2:14][N:15]1[CH2:20][CH2:19][NH:18][CH2:17][CH2:16]1. (3) Given the product [NH:21]1[C:22]2[C:18](=[CH:17][C:16]([NH:15][C:6]3[C:5]4[C:10](=[CH:11][C:12]([O:13][CH3:14])=[C:3]([O:2][CH3:1])[CH:4]=4)[N:9]=[CH:8][N:7]=3)=[CH:24][CH:23]=2)[CH2:19][CH2:20]1, predict the reactants needed to synthesize it. The reactants are: [CH3:1][O:2][C:3]1[CH:4]=[C:5]2[C:10](=[CH:11][C:12]=1[O:13][CH3:14])[N:9]=[CH:8][N:7]=[C:6]2[NH:15][C:16]1[CH:17]=[C:18]2[C:22](=[CH:23][CH:24]=1)[N:21](C(OC(C)(C)C)=O)[CH2:20][CH2:19]2.Cl.O1CCOCC1. (4) Given the product [C:22]([CH:10]([NH:13][C:26]([CH:23]1[CH2:25][CH2:24]1)=[O:27])[CH2:9][O:8][CH2:1][C:2]1[CH:3]=[CH:4][CH:5]=[CH:6][CH:7]=1)#[N:17], predict the reactants needed to synthesize it. The reactants are: [CH2:1]([O:8][CH2:9][CH:10]=O)[C:2]1[CH:7]=[CH:6][CH:5]=[CH:4][CH:3]=1.[C-]#[N:13].[Na+].[Cl-].[NH4+].[N:17]1[CH:22]=CC=CC=1.[CH:23]1([C:26](Cl)=[O:27])[CH2:25][CH2:24]1. (5) The reactants are: [CH:1]([O:4][C:5]1[C:14]2[C:9](=[CH:10][C:11](OS(C(F)(F)F)(=O)=O)=[CH:12][CH:13]=2)[CH:8]=[C:7]([NH:23][C:24]2[CH:28]=[C:27]([CH3:29])[NH:26][N:25]=2)[N:6]=1)([CH3:3])[CH3:2].[NH:30]1[CH2:35][CH2:34][O:33][CH2:32][CH2:31]1. Given the product [CH:1]([O:4][C:5]1[C:14]2[C:9](=[CH:10][C:11]([N:30]3[CH2:35][CH2:34][O:33][CH2:32][CH2:31]3)=[CH:12][CH:13]=2)[CH:8]=[C:7]([NH:23][C:24]2[CH:28]=[C:27]([CH3:29])[NH:26][N:25]=2)[N:6]=1)([CH3:3])[CH3:2], predict the reactants needed to synthesize it. (6) The reactants are: [Cl:1][C:2]1[CH:3]=[C:4]([CH:8]([NH:16][C:17](=[O:23])[O:18][C:19]([CH3:22])([CH3:21])[CH3:20])[C:9]2[CH:13]=[C:12]([CH:14]=[O:15])[S:11][CH:10]=2)[CH:5]=[CH:6][CH:7]=1.[H-].[Na+].[CH3:26]I.O. Given the product [Cl:1][C:2]1[CH:3]=[C:4]([CH:8]([N:16]([CH3:26])[C:17](=[O:23])[O:18][C:19]([CH3:20])([CH3:22])[CH3:21])[C:9]2[CH:13]=[C:12]([CH:14]=[O:15])[S:11][CH:10]=2)[CH:5]=[CH:6][CH:7]=1, predict the reactants needed to synthesize it. (7) Given the product [Br:1][C:2]1[C:7]2[N:8]([C:29]3[CH:30]=[CH:31][CH:32]=[CH:33][CH:34]=3)[C:9]([C@@H:11]([NH:13][C:14]3[N:22]=[CH:21][N:20]=[C:19]4[C:15]=3[N:16]=[CH:17][NH:18]4)[CH3:12])=[N:10][C:6]=2[CH:5]=[CH:4][CH:3]=1, predict the reactants needed to synthesize it. The reactants are: [Br:1][C:2]1[C:7]2[N:8]([C:29]3[CH:34]=[CH:33][CH:32]=[CH:31][CH:30]=3)[C:9]([C@@H:11]([NH:13][C:14]3[N:22]=[CH:21][N:20]=[C:19]4[C:15]=3[N:16]=[CH:17][N:18]4C3CCCCO3)[CH3:12])=[N:10][C:6]=2[CH:5]=[CH:4][CH:3]=1. (8) The reactants are: [CH3:1][O:2][C:3]([C:5]1[N:6]([CH3:23])[N:7]=[C:8]([O:10][CH2:11][C:12]2[C:13]([CH2:19][CH2:20][CH2:21][CH3:22])=[N:14][O:15][C:16]=2[CH:17]=[O:18])[CH:9]=1)=[O:4].[BH4-].[Na+]. Given the product [CH3:1][O:2][C:3]([C:5]1[N:6]([CH3:23])[N:7]=[C:8]([O:10][CH2:11][C:12]2[C:13]([CH2:19][CH2:20][CH2:21][CH3:22])=[N:14][O:15][C:16]=2[CH2:17][OH:18])[CH:9]=1)=[O:4], predict the reactants needed to synthesize it.